The task is: Regression. Given a peptide amino acid sequence and an MHC pseudo amino acid sequence, predict their binding affinity value. This is MHC class I binding data.. This data is from Peptide-MHC class I binding affinity with 185,985 pairs from IEDB/IMGT. (1) The peptide sequence is ETALPQDSY. The MHC is HLA-B15:17 with pseudo-sequence HLA-B15:17. The binding affinity (normalized) is 0.362. (2) The peptide sequence is RYSNFAWYF. The MHC is HLA-B15:17 with pseudo-sequence HLA-B15:17. The binding affinity (normalized) is 0.0847. (3) The peptide sequence is FLIRRFFMF. The MHC is BoLA-HD6 with pseudo-sequence BoLA-HD6. The binding affinity (normalized) is 0.823. (4) The peptide sequence is QVFKGVVIR. The MHC is HLA-A11:01 with pseudo-sequence HLA-A11:01. The binding affinity (normalized) is 0.395. (5) The peptide sequence is WLGGILPWT. The MHC is HLA-A24:02 with pseudo-sequence HLA-A24:02. The binding affinity (normalized) is 0.190. (6) The peptide sequence is PTSRTTWSIH. The MHC is HLA-B57:01 with pseudo-sequence HLA-B57:01. The binding affinity (normalized) is 0.173.